From a dataset of Reaction yield outcomes from USPTO patents with 853,638 reactions. Predict the reaction yield, written as a fraction of the theoretical maximum amount of product (1.0 means a 100% yield; for example, 0.34 means a 34% yield). (1) The reactants are NC(C=CC)C(O)=O.COC(=O)[C@H](CC(C)C)N.[CH2:19]([C@@H:23]1[NH:28][CH2:27][C@H:26]([CH2:29][CH:30](C)[CH3:31])[NH:25][C:24]1=[O:33])[CH:20]([CH3:22])[CH3:21]. No catalyst specified. The product is [CH2:19]([C@@H:23]1[NH:28][CH2:27][C@H:26]([CH:29]=[CH:30][CH3:31])[NH:25][C:24]1=[O:33])[CH:20]([CH3:22])[CH3:21]. The yield is 0.0790. (2) The product is [F:39][C:34]1[C:35]2[C:36]3[N:37]=[CH:38][C:26]([C:6]4[N:2]([CH3:1])[N:3]=[N:4][C:5]=4[CH3:24])=[CH:27][C:28]=3[N:29]([C@@H:44]([CH:51]3[CH2:52][CH2:53][O:54][CH2:55][CH2:56]3)[C:45]3[CH:50]=[CH:49][CH:48]=[CH:47][CH:46]=3)[C:30]=2[C:31]([S:40]([CH3:43])(=[O:42])=[O:41])=[CH:32][CH:33]=1. No catalyst specified. The yield is 0.330. The reactants are [CH3:1][N:2]1[C:6](C2C=NC3C4C=CC(C(OC)=O)=CC=4NC=3C=2)=[C:5]([CH3:24])[N:4]=[N:3]1.Br[C:26]1[CH:38]=[N:37][C:36]2[C:35]3[C:34]([F:39])=[CH:33][CH:32]=[C:31]([S:40]([CH3:43])(=[O:42])=[O:41])[C:30]=3[N:29]([C@@H:44]([CH:51]3[CH2:56][CH2:55][O:54][CH2:53][CH2:52]3)[C:45]3[CH:50]=[CH:49][CH:48]=[CH:47][CH:46]=3)[C:28]=2[CH:27]=1. (3) The reactants are [CH3:1][O:2][C:3]1[CH:4]=[C:5]([C:13]2[CH:14]=[CH:15][C:16]([N:19]3[CH2:24][CH2:23][N:22]([C:25]4[CH:30]=[CH:29][C:28]([C:31]5[CH:36]=[C:35]([O:37][CH3:38])[C:34]([O:39][CH3:40])=[C:33]([O:41][CH3:42])[CH:32]=5)=[CH:27][N:26]=4)[CH2:21][CH2:20]3)=[N:17][CH:18]=2)[CH:6]=[C:7]([O:11][CH3:12])[C:8]=1[O:9][CH3:10].[CH3:43][S:44]([OH:47])(=[O:46])=[O:45].CO. The catalyst is C(Cl)Cl. The product is [CH3:43][S:44]([OH:47])(=[O:46])=[O:45].[CH3:43][S:44]([OH:47])(=[O:46])=[O:45].[CH3:42][O:41][C:33]1[CH:32]=[C:31]([C:28]2[CH:29]=[CH:30][C:25]([N:22]3[CH2:23][CH2:24][N:19]([C:16]4[CH:15]=[CH:14][C:13]([C:5]5[CH:4]=[C:3]([O:2][CH3:1])[C:8]([O:9][CH3:10])=[C:7]([O:11][CH3:12])[CH:6]=5)=[CH:18][N:17]=4)[CH2:20][CH2:21]3)=[N:26][CH:27]=2)[CH:36]=[C:35]([O:37][CH3:38])[C:34]=1[O:39][CH3:40]. The yield is 0.820.